Predict the product of the given reaction. From a dataset of Forward reaction prediction with 1.9M reactions from USPTO patents (1976-2016). (1) Given the reactants Cl.[NH2:2][CH:3]([C:14]1[CH:19]=[CH:18][C:17]([O:20][CH3:21])=[CH:16][CH:15]=1)[C:4]([C:6]1[CH:11]=[CH:10][C:9]([O:12][CH3:13])=[CH:8][CH:7]=1)=[O:5].Cl[C:23](=[O:29])[C:24]([O:26][CH2:27][CH3:28])=[O:25], predict the reaction product. The product is: [CH3:21][O:20][C:17]1[CH:16]=[CH:15][C:14]([CH:3]([NH:2][C:23](=[O:29])[C:24]([O:26][CH2:27][CH3:28])=[O:25])[C:4]([C:6]2[CH:7]=[CH:8][C:9]([O:12][CH3:13])=[CH:10][CH:11]=2)=[O:5])=[CH:19][CH:18]=1. (2) Given the reactants [OH:1][CH2:2][CH:3]=[C:4]([CH2:6][CH2:7][CH:8]=[C:9]([CH2:11][CH2:12][CH:13]=[C:14]([CH3:16])[CH3:15])[CH3:10])[CH3:5].C(N(CC)CC)C.[C:24](Cl)(=[O:27])[CH:25]=[CH2:26], predict the reaction product. The product is: [C:24]([O:1][CH2:2][CH:3]=[C:4]([CH2:6][CH2:7][CH:8]=[C:9]([CH2:11][CH2:12][CH:13]=[C:14]([CH3:16])[CH3:15])[CH3:10])[CH3:5])(=[O:27])[CH:25]=[CH2:26].